From a dataset of Forward reaction prediction with 1.9M reactions from USPTO patents (1976-2016). Predict the product of the given reaction. (1) Given the reactants [Br:1][C:2]1[CH:3]=[C:4]([C:8]2(C3C=CC=CC=3)[C:17]3[C:12](=[CH:13][C:14](OC)=[C:15]4O[C:19]([CH3:22])([CH3:21])[CH2:18][C:16]4=3)[CH2:11][C:10]([CH3:26])([CH3:25])N2)[CH:5]=[CH:6][CH:7]=1.[CH2:33]=[O:34].[Br-:35].[Na+].[C:37](O)(=O)C.S(=O)(=O)(O)O.[OH2:46].[NH3:47], predict the reaction product. The product is: [Br:35][CH2:14][C:15]1[C:33]([O:34][CH3:37])=[C:13]2[O:46][C:10]([CH3:26])([CH3:25])[CH2:11][C:12]2=[C:17]2[C:16]=1[CH2:18][C:19]([CH3:21])([CH3:22])[N:47]=[C:8]2[C:4]1[CH:5]=[CH:6][CH:7]=[C:2]([Br:1])[CH:3]=1. (2) Given the reactants [P:1]([Br:4])(Br)[Br:2].[CH3:5][O:6][C:7]1[CH:12]=[CH:11][CH:10]=[C:9]([O:13][CH3:14])[CH:8]=1, predict the reaction product. The product is: [Br:2][P:1]([Br:4])[C:10]1[CH:11]=[CH:12][C:7]([O:6][CH3:5])=[CH:8][C:9]=1[O:13][CH3:14]. (3) Given the reactants C[O:2][C:3]([C:5]1([O:8][C:9]2[CH:14]=[CH:13][C:12]([F:15])=[CH:11][C:10]=2[F:16])[CH2:7][CH2:6]1)=[O:4].[Li+].[OH-], predict the reaction product. The product is: [F:16][C:10]1[CH:11]=[C:12]([F:15])[CH:13]=[CH:14][C:9]=1[O:8][C:5]1([C:3]([OH:4])=[O:2])[CH2:7][CH2:6]1.